The task is: Predict the reaction yield, written as a fraction of the theoretical maximum amount of product (1.0 means a 100% yield; for example, 0.34 means a 34% yield).. This data is from Reaction yield outcomes from USPTO patents with 853,638 reactions. (1) The reactants are [CH3:1][NH:2][CH2:3][CH2:4][OH:5].[CH3:6][O:7][CH2:8][CH2:9]Br.C(N(CC)CC)C. The yield is 0.310. The catalyst is C(#N)C. The product is [CH3:6][O:7][CH2:8][CH2:9][N:2]([CH2:3][CH2:4][OH:5])[CH3:1]. (2) The reactants are [F:1][C:2]([F:7])([F:6])[C:3]([OH:5])=[O:4].[F:8][C:9]([F:14])([F:13])[C:10]([OH:12])=[O:11].FC(F)(F)C(O)=O.[Cl:22][C:23]1[CH:24]=[N:25][C:26]2[NH:27][C:28]3[CH:29]=[N:30][CH:31]=[C:32]([CH:53]=3)[CH2:33][CH2:34][C:35]3[CH:43]=[C:39]([NH:40][C:41]=1[N:42]=2)[CH:38]=[CH:37][C:36]=3[NH:44][C:45](=[O:52])[CH2:46][CH:47]1[CH2:51][CH2:50][NH:49][CH2:48]1.[CH3:54][N:55]=[C:56]=[O:57]. No catalyst specified. The product is [F:1][C:2]([F:7])([F:6])[C:3]([OH:5])=[O:4].[F:8][C:9]([F:14])([F:13])[C:10]([OH:12])=[O:11].[Cl:22][C:23]1[CH:24]=[N:25][C:26]2[NH:27][C:28]3[CH:29]=[N:30][CH:31]=[C:32]([CH:53]=3)[CH2:33][CH2:34][C:35]3[CH:43]=[C:39]([NH:40][C:41]=1[N:42]=2)[CH:38]=[CH:37][C:36]=3[NH:44][C:45](=[O:52])[CH2:46][CH:47]1[CH2:51][CH2:50][N:49]([C:56]([NH:55][CH3:54])=[O:57])[CH2:48]1. The yield is 0.590. (3) The reactants are [CH3:1][C:2]([CH3:39])([CH3:38])[CH2:3][CH2:4][C:5]1([NH:34]C(=O)C)[C:14]2[C:9](=[CH:10][CH:11]=[CH:12][CH:13]=2)[C:8]([OH:15])=[C:7]([C:16]2[NH:21][C:20]3[CH:22]=[CH:23][C:24]([NH:26][S:27]([CH3:30])(=[O:29])=[O:28])=[CH:25][C:19]=3[S:18](=[O:32])(=[O:31])[N:17]=2)[C:6]1=[O:33].Cl. The catalyst is O1CCOCC1. The product is [NH2:34][C:5]1([CH2:4][CH2:3][C:2]([CH3:39])([CH3:38])[CH3:1])[C:14]2[C:9](=[CH:10][CH:11]=[CH:12][CH:13]=2)[C:8]([OH:15])=[C:7]([C:16]2[NH:21][C:20]3[CH:22]=[CH:23][C:24]([NH:26][S:27]([CH3:30])(=[O:29])=[O:28])=[CH:25][C:19]=3[S:18](=[O:32])(=[O:31])[N:17]=2)[C:6]1=[O:33]. The yield is 0.440. (4) The reactants are [I:1][C:2]1[CH:9]=[CH:8][CH:7]=[CH:6][C:3]=1[CH2:4][OH:5]. The catalyst is ClCCl.[O-2].[Mn+2]. The product is [I:1][C:2]1[CH:9]=[CH:8][CH:7]=[CH:6][C:3]=1[CH:4]=[O:5]. The yield is 0.910.